Dataset: Forward reaction prediction with 1.9M reactions from USPTO patents (1976-2016). Task: Predict the product of the given reaction. (1) The product is: [CH3:18][O:17][C:16]1[CH:15]=[CH:14][CH:13]=[C:12]([O:19][CH3:20])[C:11]=1[CH:2]1[N:1]([CH2:26][C:25]2[CH:28]=[CH:29][CH:30]=[CH:31][C:24]=2[O:23][C:22]([F:21])([F:32])[F:33])[C:5](=[O:7])[CH:4]([CH3:10])[CH2:3]1. Given the reactants [NH2:1][CH:2]([C:11]1[C:16]([O:17][CH3:18])=[CH:15][CH:14]=[CH:13][C:12]=1[O:19][CH3:20])[CH2:3][CH:4]([CH3:10])[C:5]([O:7]CC)=O.[F:21][C:22]([F:33])([F:32])[O:23][C:24]1[CH:31]=[CH:30][CH:29]=[CH:28][C:25]=1[CH:26]=O, predict the reaction product. (2) Given the reactants C(OC([N:8]1[CH2:13][CH2:12][CH:11]([CH2:14][O:15][C:16]2[CH:40]=[CH:39][C:19]3[NH:20][C:21]([C:23]4[C:27]([NH:28][C:29](=[O:38])[C:30]5[C:35]([F:36])=[CH:34][CH:33]=[CH:32][C:31]=5[F:37])=[CH:26][NH:25][N:24]=4)=[N:22][C:18]=3[CH:17]=2)[CH2:10][CH2:9]1)=O)(C)(C)C.C(O)(C(F)(F)F)=O, predict the reaction product. The product is: [F:37][C:31]1[CH:32]=[CH:33][CH:34]=[C:35]([F:36])[C:30]=1[C:29]([NH:28][C:27]1[C:23]([C:21]2[NH:20][C:19]3[CH:39]=[CH:40][C:16]([O:15][CH2:14][CH:11]4[CH2:10][CH2:9][NH:8][CH2:13][CH2:12]4)=[CH:17][C:18]=3[N:22]=2)=[N:24][NH:25][CH:26]=1)=[O:38]. (3) Given the reactants [CH3:1][C:2]1[CH:3]=[C:4]([O:15][C:16]2[CH:21]=[CH:20][N:19]=[C:18]([NH:22][C:23]3[CH:24]=[C:25]([CH:30]=[CH:31][CH:32]=3)[C:26]([O:28]C)=[O:27])[CH:17]=2)[C:5]([C:9]2[CH:14]=[CH:13][CH:12]=[CH:11][N:10]=2)=[N:6][C:7]=1[CH3:8].[OH-].[Na+].Cl, predict the reaction product. The product is: [CH3:1][C:2]1[CH:3]=[C:4]([O:15][C:16]2[CH:21]=[CH:20][N:19]=[C:18]([NH:22][C:23]3[CH:24]=[C:25]([CH:30]=[CH:31][CH:32]=3)[C:26]([OH:28])=[O:27])[CH:17]=2)[C:5]([C:9]2[CH:14]=[CH:13][CH:12]=[CH:11][N:10]=2)=[N:6][C:7]=1[CH3:8]. (4) Given the reactants C(OC([N:8]1[CH2:13][CH2:12][N:11]([C:14]2[C:19]3[CH:20]=[C:21]([S:23](=[O:37])(=[O:36])[NH:24][C:25]4[CH:30]=[C:29]([O:31][CH3:32])[C:28]([Cl:33])=[CH:27][C:26]=4[O:34][CH3:35])[S:22][C:18]=3[CH:17]=[CH:16][N:15]=2)[CH2:10][CH2:9]1)=O)(C)(C)C.S1C2C=CC=NC=2C=C1, predict the reaction product. The product is: [ClH:33].[Cl:33][C:28]1[C:29]([O:31][CH3:32])=[CH:30][C:25]([NH:24][S:23]([C:21]2[S:22][C:18]3[CH:17]=[CH:16][N:15]=[C:14]([N:11]4[CH2:10][CH2:9][NH:8][CH2:13][CH2:12]4)[C:19]=3[CH:20]=2)(=[O:37])=[O:36])=[C:26]([O:34][CH3:35])[CH:27]=1.